Dataset: Forward reaction prediction with 1.9M reactions from USPTO patents (1976-2016). Task: Predict the product of the given reaction. (1) Given the reactants [CH2:1]([O:8][C:9]1[CH:18]=[C:17]2[C:12]([C:13]([NH:22][CH2:23][CH2:24][O:25][C:26]3[CH:31]=[CH:30][CH:29]=[CH:28][CH:27]=3)=[C:14]([N+:19]([O-])=O)[CH:15]=[N:16]2)=[CH:11][CH:10]=1)[C:2]1[CH:7]=[CH:6][CH:5]=[CH:4][CH:3]=1, predict the reaction product. The product is: [CH2:1]([O:8][C:9]1[CH:18]=[C:17]2[C:12]([C:13]([NH:22][CH2:23][CH2:24][O:25][C:26]3[CH:31]=[CH:30][CH:29]=[CH:28][CH:27]=3)=[C:14]([NH2:19])[CH:15]=[N:16]2)=[CH:11][CH:10]=1)[C:2]1[CH:3]=[CH:4][CH:5]=[CH:6][CH:7]=1. (2) Given the reactants [Cl:1][C:2]1[CH:3]=[C:4]([CH2:11][C:12]([O:14][CH3:15])=[O:13])[CH:5]=[CH:6][C:7]=1[N+:8]([O-])=O.C(O[Na])(C)=O.O.O.O.CC(O)=O, predict the reaction product. The product is: [NH2:8][C:7]1[CH:6]=[CH:5][C:4]([CH2:11][C:12]([O:14][CH3:15])=[O:13])=[CH:3][C:2]=1[Cl:1]. (3) Given the reactants [F:1][C:2]1[CH:7]=[CH:6][C:5]([OH:8])=[CH:4][C:3]=1[C@:9]1([CH2:28][F:29])[CH2:14][C@@H:13]([C:15]([F:18])([F:17])[F:16])[O:12][C:11]([NH:19][C:20](=[O:27])[C:21]2[CH:26]=[CH:25][CH:24]=[CH:23][CH:22]=2)=[N:10]1.F[C:31]1[CH:36]=[N:35][CH:34]=[CH:33][N:32]=1.C(=O)([O-])[O-].[Cs+].[Cs+].O, predict the reaction product. The product is: [F:1][C:2]1[CH:7]=[CH:6][C:5]([O:8][C:31]2[CH:36]=[N:35][CH:34]=[CH:33][N:32]=2)=[CH:4][C:3]=1[C@:9]1([CH2:28][F:29])[CH2:14][C@@H:13]([C:15]([F:18])([F:16])[F:17])[O:12][C:11]([NH:19][C:20](=[O:27])[C:21]2[CH:22]=[CH:23][CH:24]=[CH:25][CH:26]=2)=[N:10]1.